This data is from Experimentally validated miRNA-target interactions with 360,000+ pairs, plus equal number of negative samples. The task is: Binary Classification. Given a miRNA mature sequence and a target amino acid sequence, predict their likelihood of interaction. (1) The miRNA is hsa-miR-8079 with sequence CAGUGAUCGUCUCUGCUGGC. The protein sequence of the target gene is MLKKFDKKDEESGGGSNPLQHLEKSAVLQEARVFNETPINPRKCAHILTKILYLINQGEHLGTTEATEAFFAMTKLFQSNDPTLRRMCYLTIKEMSCIAEDVIIVTSSLTKDMTGKEDNYRGPAVRALCQITDSTMLQAVERYMKQAIVDKVPSVSSSALVSSLHLLKCSFDVVKRWVNEAQEAASSDNIMVQYHALGLLYHVRKNDRLAVSKMISKFTRHGLKSPFAYCMMIRVASKQLEEEDGSRDSPLFDFIESCLRNKHEMVVYEAASAIVNLPGCSAKELAPAVSVLQLFCSSPK.... Result: 0 (no interaction). (2) The miRNA is mmu-miR-135a-1-3p with sequence UAUAGGGAUUGGAGCCGUGGCG. The protein sequence of the target gene is MLRTAGRDGLCRLSTYLEELEAVELKKFKLYLGTATELGEGKIPWGSMEKAGPLEMAQLLITHFGPEEAWRLALSTFERINRKDLWERGQREDLVRDTPPGGPSSLGNQSTCLLEVSLVTPRKDPQETYRDYVRRKFRLMEDRNARLGECVNLSHRYTRLLLVKEHSNPMQVQQQLLDTGRGHARTVGHQASPIKIETLFEPDEERPEPPRTVVMQGAAGIGKSMLAHKVMLDWADGKLFQGRFDYLFYINCREMNQSATECSMQDLIFSCWPEPSAPLQELIRVPERLLFIIDGFDELK.... Result: 0 (no interaction). (3) The miRNA is hsa-miR-607 with sequence GUUCAAAUCCAGAUCUAUAAC. The protein sequence of the target gene is MYSEWRSLHLVIQNDQGHTSVLHSYPESVGREVANAVVRPLGQVLGTPSVAGSENLLKTDKEVKWTMEVICYGLTLPLDGETVKYCVDVYTDWIMALVLPKDSIPLPVIKEPNQYVQTILKHLQNLFVPRQEQGSSQIRLCLQVLRAIQKLARESSLMARETWEVLLLFLLQINDILLAPPTVQGGIAENLAEKLIGVLFEVWLLACTRCFPTPPYWKTAKEMVANWRHHPAVVEQWSKVICALTSRLLRFTYGPSFPAFKVPDEDASLIPPEMDNECVAQTWFRFLHMLSNPVDLSNPA.... Result: 1 (interaction). (4) The miRNA is hsa-miR-128-1-5p with sequence CGGGGCCGUAGCACUGUCUGAGA. Result: 0 (no interaction). The protein sequence of the target gene is MVMAHFVENFWGEKNNGFDVLYHNMKHGQISTKELADFVRERATIEEAYSRSMTKLAKSASNYSQLGTFAPMWDVFKTSTEKLANCHLDLVRKLQELIKEVQKYGEEQVKSHKKTKEEVAGTLEAVQAIQNITQALQKSKENYTAKCVEQERLKKEGATQREIEKAAVKSKKATDTYKLYVEKYALTKADFEQKMTETAQKFQDIEETHLIHIKEIIGSLSNAVKEIHLQIGQVHEEFINNMANTTIESLIQKFAESKGTGKERPGLIEFEECDPASAVEGIKPRKRKTFALPGIIKKEK.... (5) The miRNA is hsa-miR-183-5p with sequence UAUGGCACUGGUAGAAUUCACU. The protein sequence of the target gene is MSSQKGNVARSRPQKHQNTFSFKNDKFDKSVQTKKINAKLHDGVCQRCKEVLEWRVKYSKYKPLSKPKKCVKCLQKTVKDSYHIMCRPCACELEVCAKCGKKEDIVIPWSLPLLPRLECSGRILAHHNLRLPCSSDSPASASRVAGTTGAHHHAQLIFVFLVEMGFHYVGQAGLELLTS. Result: 0 (no interaction). (6) The miRNA is hsa-miR-153-3p with sequence UUGCAUAGUCACAAAAGUGAUC. The protein sequence of the target gene is MAGLKRRASQVWPEERGEQEHGLYSLHRMFDIVGTHLTHRDVRVLSFLFVDVIDDHERGLIRNGRDFLLALERQGRCDESNFRQVLQLLRIITRHDLLPYVTLKKRRAVCPDLVDKYLEETSIRYVTPRALSDPEPRPPQPSKTVPPHYPVVCCPTSGSQMCSKRPARGRTTLGSQRKRRKSVTPDPKEKQTCDIRLRVRAEYCQHETALQGNVFSNKQDPLERQFERFNQANTILKSRDLGSIICDIKFSELTYLDAFWRDYINGSLLEALKGVFITDSLKQAVGHEAIKLLVNVDEED.... Result: 0 (no interaction). (7) The miRNA is hsa-miR-3192-5p with sequence UCUGGGAGGUUGUAGCAGUGGAA. The protein sequence of the target gene is MTSKPHSDWIPYSVLDDEGSNLRQQKLDRQRALLEQKQKKKRQEPLMVQANADGRPRSRRARQSEEQAPLVESYLSSSGSTSYQVQEADSIASVQLGATRPPAPASAKKSKGAAASGGQGGAPRKEKKGKHKGTSGPATLAEDKSEAQGPVQILTVGQSDHDKDAGETAAGGGAQPSGQDLRATMQRKGISSSMSFDEDEDEDENSSSSSQLNSNTRPSSATSRKSIREAASAPSPAAPEPPVDIEVQDLEEFALRPAPQGITIKCRITRDKKGMDRGMYPTYFLHLDREDGKKVFLLAG.... Result: 0 (no interaction).